From a dataset of Reaction yield outcomes from USPTO patents with 853,638 reactions. Predict the reaction yield, written as a fraction of the theoretical maximum amount of product (1.0 means a 100% yield; for example, 0.34 means a 34% yield). The reactants are [CH2:1]([O:8][C:9]1[C:10]([CH3:27])=[C:11]([CH:15](OC)[C:16]2[C:24]3[C:19](=[N:20][CH:21]=[CH:22][CH:23]=3)[NH:18][CH:17]=2)[CH:12]=[CH:13][CH:14]=1)[C:2]1[CH:7]=[CH:6][CH:5]=[CH:4][CH:3]=1.FC(F)(F)C(O)=O.C([SiH](CC)CC)C. The catalyst is C(#N)C. The product is [CH2:1]([O:8][C:9]1[C:10]([CH3:27])=[C:11]([CH:12]=[CH:13][CH:14]=1)[CH2:15][C:16]1[C:24]2[C:19](=[N:20][CH:21]=[CH:22][CH:23]=2)[NH:18][CH:17]=1)[C:2]1[CH:3]=[CH:4][CH:5]=[CH:6][CH:7]=1. The yield is 0.750.